The task is: Predict the reactants needed to synthesize the given product.. This data is from Full USPTO retrosynthesis dataset with 1.9M reactions from patents (1976-2016). (1) Given the product [C:1]([S:14]([N:17]([CH2:19][CH2:47][CH2:48][CH2:49][CH2:50][CH2:51][CH2:52][CH2:53][CH2:54][CH2:55][CH2:56][OH:57])[CH3:18])(=[O:16])=[O:15])([C:4]([C:7]([C:10]([F:11])([F:13])[F:12])([F:8])[F:9])([F:5])[F:6])([F:2])[F:3], predict the reactants needed to synthesize it. The reactants are: [C:1]([S:14]([N:17]([CH2:19]CCCO)[CH3:18])(=[O:16])=[O:15])([C:4]([C:7]([C:10]([F:13])([F:12])[F:11])([F:9])[F:8])([F:6])[F:5])([F:3])[F:2].C(S(NC)(=O)=O)(C(C(C(F)(F)F)(F)F)(F)F)(F)F.O(C)[Na].BrC[CH2:47][CH2:48][CH2:49][CH2:50][CH2:51][CH2:52][CH2:53][CH2:54][CH2:55][CH2:56][OH:57]. (2) Given the product [NH2:23][C:24]1[S:25][C:26]([C:32]2[CH:37]=[CH:36][CH:35]=[C:34]([F:38])[CH:33]=2)=[C:27]([C:29]([N:40]2[C@H:41]([CH2:46][NH:47][C:48](=[O:53])[C:49]([F:51])([F:52])[F:50])[C@@H:42]3[CH2:45][C@H:39]2[CH2:44][CH2:43]3)=[O:31])[N:28]=1, predict the reactants needed to synthesize it. The reactants are: CN(C(ON1N=NC2C=CC=CC1=2)=[N+](C)C)C.[B-](F)(F)(F)F.[NH2:23][C:24]1[S:25][C:26]([C:32]2[CH:37]=[CH:36][CH:35]=[C:34]([F:38])[CH:33]=2)=[C:27]([C:29]([OH:31])=O)[N:28]=1.[C@H:39]12[CH2:45][C@H:42]([CH2:43][CH2:44]1)[C@@H:41]([CH2:46][NH:47][C:48](=[O:53])[C:49]([F:52])([F:51])[F:50])[NH:40]2.CCN(C(C)C)C(C)C. (3) Given the product [CH:8]1[C:9]2[C:17]3[CH2:18][CH2:19][NH:13][CH2:14][CH2:15][C:16]=3[N:1]3[C:10]=2[C:5]([CH2:4][CH2:3][CH2:2]3)=[CH:6][CH:7]=1, predict the reactants needed to synthesize it. The reactants are: [N:1]1(N)[C:10]2[C:5](=[CH:6][CH:7]=[CH:8][CH:9]=2)[CH2:4][CH2:3][CH2:2]1.Cl.[NH:13]1[CH2:19][CH2:18][CH2:17][C:16](=O)[CH2:15][CH2:14]1.Cl. (4) Given the product [CH2:12]([N:15]([CH2:16][CH:17]=[CH2:18])[CH2:2][C:3]([C:5]1[CH:10]=[CH:9][C:8]([F:11])=[CH:7][CH:6]=1)=[O:4])[CH:13]=[CH2:14], predict the reactants needed to synthesize it. The reactants are: Cl[CH2:2][C:3]([C:5]1[CH:10]=[CH:9][C:8]([F:11])=[CH:7][CH:6]=1)=[O:4].[CH2:12]([NH:15][CH2:16][CH:17]=[CH2:18])[CH:13]=[CH2:14].O. (5) Given the product [ClH:34].[N:1]1[CH:6]=[CH:5][CH:4]=[C:3]([CH2:7][C:8]([NH:10][C:11]2[CH:16]=[CH:15][C:14]([N:17]3[C:23](=[O:24])[CH2:22][C:21](=[O:25])[NH:20][C:19]4[C:26]5[C:31]([CH:32]=[CH:33][C:18]3=4)=[CH:30][CH:29]=[CH:28][CH:27]=5)=[CH:13][CH:12]=2)=[O:9])[CH:2]=1, predict the reactants needed to synthesize it. The reactants are: [N:1]1[CH:6]=[CH:5][CH:4]=[C:3]([CH2:7][C:8]([NH:10][C:11]2[CH:16]=[CH:15][C:14]([N:17]3[C:23](=[O:24])[CH2:22][C:21](=[O:25])[NH:20][C:19]4[C:26]5[C:31]([CH:32]=[CH:33][C:18]3=4)=[CH:30][CH:29]=[CH:28][CH:27]=5)=[CH:13][CH:12]=2)=[O:9])[CH:2]=1.[ClH:34]. (6) Given the product [Cl:8][C:6]1[CH:5]=[CH:4][C:3]([O:9][CH3:10])=[C:2]([O:17][C:11]2[CH:16]=[CH:15][CH:14]=[CH:13][CH:12]=2)[CH:7]=1, predict the reactants needed to synthesize it. The reactants are: Br[C:2]1[CH:7]=[C:6]([Cl:8])[CH:5]=[CH:4][C:3]=1[O:9][CH3:10].[C:11]1([OH:17])[CH:16]=[CH:15][CH:14]=[CH:13][CH:12]=1.C(=O)([O-])[O-].[Cs+].[Cs+].CC(C)(C(=O)CC(=O)C(C)(C)C)C. (7) Given the product [OH:1][C:2]1[CH:3]=[CH:4][C:5]2[NH:11][C:13](=[O:16])[O:8][C:7](=[O:9])[C:6]=2[CH:10]=1, predict the reactants needed to synthesize it. The reactants are: [OH:1][C:2]1[CH:10]=[C:6]([C:7]([OH:9])=[O:8])[C:5]([NH2:11])=[CH:4][CH:3]=1.Cl[C:13]([O:16]C(=O)OC(Cl)(Cl)Cl)(Cl)Cl.